Task: Predict which catalyst facilitates the given reaction.. Dataset: Catalyst prediction with 721,799 reactions and 888 catalyst types from USPTO Reactant: [CH2:1]1[CH2:5]O[CH2:3][CH2:2]1.C([Li])([CH2:8][CH3:9])C.[B:11](OC)([O:14]C)[O:12]C.Cl. Product: [C:1]1([B:11]([OH:14])[OH:12])[CH:5]=[CH:9][CH:8]=[CH:3][CH:2]=1. The catalyst class is: 13.